From a dataset of Reaction yield outcomes from USPTO patents with 853,638 reactions. Predict the reaction yield, written as a fraction of the theoretical maximum amount of product (1.0 means a 100% yield; for example, 0.34 means a 34% yield). (1) The reactants are [Cl:1][C:2]1[N:7]=[C:6]([NH:8][C:9](=[O:14])[C:10]([CH3:13])([CH3:12])[CH3:11])[CH:5]=[CH:4][CH:3]=1.[Li]C(C)(C)C.CCCCCC.[I:26]I. The catalyst is C1COCC1. The product is [Cl:1][C:2]1[N:7]=[C:6]([NH:8][C:9](=[O:14])[C:10]([CH3:11])([CH3:13])[CH3:12])[C:5]([I:26])=[CH:4][CH:3]=1. The yield is 0.490. (2) The reactants are Cl.[NH2:2][C:3]1[N:7]([C:8]2[CH:17]=[C:16]3[C:11]([CH2:12][CH2:13][NH:14][C:15]3=[O:18])=[CH:10][CH:9]=2)[N:6]=[C:5]([C:19]([CH3:22])([CH3:21])[CH3:20])[CH:4]=1.N1C=CC=CC=1.Cl[C:30]([O:32][CH2:33][C:34]([Cl:37])([Cl:36])[Cl:35])=[O:31]. The catalyst is C(Cl)Cl. The product is [C:19]([C:5]1[CH:4]=[C:3]([NH:2][C:30](=[O:31])[O:32][CH2:33][C:34]([Cl:37])([Cl:36])[Cl:35])[N:7]([C:8]2[CH:17]=[C:16]3[C:11]([CH2:12][CH2:13][NH:14][C:15]3=[O:18])=[CH:10][CH:9]=2)[N:6]=1)([CH3:22])([CH3:21])[CH3:20]. The yield is 0.570. (3) The reactants are [OH:1][C:2]1[CH:19]=[C:18]2[C:5]([C@@:6]3([CH3:25])[C@H:15]([CH2:16][S:17]2(=[O:21])=[O:20])[C@:14]2([CH3:22])[C@H:9]([C:10]([CH3:24])([CH3:23])[CH2:11][CH2:12][CH2:13]2)[CH2:8][CH2:7]3)=[C:4]([C:26]([OH:28])=O)[CH:3]=1.CN(C(ON1N=NC2C=CC=NC1=2)=[N+](C)C)C.F[P-](F)(F)(F)(F)F.C[N:54]1[CH2:59][CH2:58][O:57][CH2:56][CH2:55]1.N1CCOCC1. The catalyst is C1COCC1.CN(C=O)C. The product is [OH:1][C:2]1[CH:19]=[C:18]2[C:5]([C@@:6]3([CH3:25])[C@H:15]([CH2:16][S:17]2(=[O:21])=[O:20])[C@:14]2([CH3:22])[C@H:9]([C:10]([CH3:23])([CH3:24])[CH2:11][CH2:12][CH2:13]2)[CH2:8][CH2:7]3)=[C:4]([C:26]([N:54]2[CH2:59][CH2:58][O:57][CH2:56][CH2:55]2)=[O:28])[CH:3]=1. The yield is 0.450. (4) The reactants are C([O:4][C:5]1[CH:6]=[C:7]([S:11][CH2:12][C:13](=O)[CH2:14][CH2:15][C:16]([O:18][CH2:19][CH3:20])=[O:17])[CH:8]=[CH:9][CH:10]=1)(=O)C. The catalyst is S(=O)(=O)(O)O. The product is [OH:4][C:5]1[CH:10]=[CH:9][C:8]2[C:13]([CH2:14][CH2:15][C:16]([O:18][CH2:19][CH3:20])=[O:17])=[CH:12][S:11][C:7]=2[CH:6]=1. The yield is 0.820. (5) The reactants are [CH3:1][O:2][C:3]1[CH:4]=[CH:5][C:6]2[NH:11][CH2:10][C:9](=[O:12])[N:8]([C:13]3[CH:14]=[C:15]4[C:20](=[CH:21][CH:22]=3)[CH:19]([CH2:23][NH:24][C:25](=[O:31])[O:26][C:27]([CH3:30])([CH3:29])[CH3:28])[CH2:18][CH2:17][CH2:16]4)[C:7]=2[N:32]=1. The catalyst is C(Cl)Cl.[O-2].[Mn+2]. The product is [CH3:1][O:2][C:3]1[CH:4]=[CH:5][C:6]2[N:11]=[CH:10][C:9](=[O:12])[N:8]([C:13]3[CH:14]=[C:15]4[C:20](=[CH:21][CH:22]=3)[CH:19]([CH2:23][NH:24][C:25](=[O:31])[O:26][C:27]([CH3:28])([CH3:30])[CH3:29])[CH2:18][CH2:17][CH2:16]4)[C:7]=2[N:32]=1. The yield is 0.600. (6) The reactants are [CH2:1]([O:3][C:4](=[O:15])[CH2:5][C:6]1[C:14]2[C:9](=[CH:10][CH:11]=[CH:12][CH:13]=2)[NH:8][CH:7]=1)[CH3:2].Cl[C:17]([O:19][CH3:20])=[O:18]. The catalyst is CCCC[N+](CCCC)(CCCC)CCCC.[I-].[OH-].[Na+].C(Cl)Cl. The product is [CH3:20][O:19][C:17]([N:8]1[C:9]2[C:14](=[CH:13][CH:12]=[CH:11][CH:10]=2)[C:6]([CH2:5][C:4]([O:3][CH2:1][CH3:2])=[O:15])=[CH:7]1)=[O:18]. The yield is 0.710. (7) The reactants are [Cl:1][C:2]1[CH:3]=[CH:4][C:5]2[C:11](=[O:12])[C:10]3[CH:13]=[CH:14][CH:15]=[C:16]([OH:17])[C:9]=3[CH2:8][CH2:7][C:6]=2[CH:18]=1.[CH3:19][C:20]1([CH3:37])[O:24][C@@H:23]([CH2:25]OS(C2C=CC(C)=CC=2)(=O)=O)[CH2:22][O:21]1.C([O-])([O-])=O.[K+].[K+]. The catalyst is CN(C=O)C. The product is [Cl:1][C:2]1[CH:3]=[CH:4][C:5]2[C:11](=[O:12])[C:10]3[CH:13]=[CH:14][CH:15]=[C:16]([O:17][CH2:25][C@H:23]4[CH2:22][O:21][C:20]([CH3:37])([CH3:19])[O:24]4)[C:9]=3[CH2:8][CH2:7][C:6]=2[CH:18]=1. The yield is 0.530. (8) The reactants are [Cl:1][C:2]1[C:3]([CH3:31])=[C:4]([NH:10][C@H:11]([C@@H:28]([OH:30])[CH3:29])[C:12]([NH:14][NH:15][C:16](=O)[C:17]2[CH:22]=[CH:21][C:20]([S:23]([CH3:26])(=[O:25])=[O:24])=[CH:19][CH:18]=2)=[O:13])[CH:5]=[CH:6][C:7]=1[C:8]#[N:9].S(Cl)(C1C=CC(C)=CC=1)(=O)=O.C(N=P1(N(CC)CC)N(C)CCCN1C)(C)(C)C. The catalyst is C1COCC1. The product is [Cl:1][C:2]1[C:3]([CH3:31])=[C:4]([NH:10][C@@H:11]([C:12]2[O:13][C:16]([C:17]3[CH:18]=[CH:19][C:20]([S:23]([CH3:26])(=[O:24])=[O:25])=[CH:21][CH:22]=3)=[N:15][N:14]=2)[C@@H:28]([OH:30])[CH3:29])[CH:5]=[CH:6][C:7]=1[C:8]#[N:9]. The yield is 0.230.